Dataset: Catalyst prediction with 721,799 reactions and 888 catalyst types from USPTO. Task: Predict which catalyst facilitates the given reaction. Reactant: [Cl:1][C:2]1[CH:7]=[CH:6][C:5]([CH3:8])=[C:4]([N+:9]([O-:11])=[O:10])[CH:3]=1.[N+:12]([O-])([OH:14])=[O:13].O. Product: [Cl:1][C:2]1[CH:7]=[C:6]([N+:12]([O-:14])=[O:13])[C:5]([CH3:8])=[C:4]([N+:9]([O-:11])=[O:10])[CH:3]=1. The catalyst class is: 65.